This data is from Full USPTO retrosynthesis dataset with 1.9M reactions from patents (1976-2016). The task is: Predict the reactants needed to synthesize the given product. (1) The reactants are: [NH2:1][C:2]1[N:10]=[CH:9][N:8]=[C:7]2[C:3]=1[N:4]=[CH:5][N:6]2[C@H:11]1[C@@H:15]2[O:16]C(C)(C)[O:18][C@@H:14]2[C@@H:13]([CH2:21][N:22]([CH3:41])[CH2:23][CH2:24][CH:25]([NH:27][C:28]([NH:30][C:31]2[CH:36]=[CH:35][C:34]([C:37]([CH3:40])([CH3:39])[CH3:38])=[CH:33][CH:32]=2)=[O:29])[CH3:26])[O:12]1.C([O-])([O-])=O.[K+].[K+]. Given the product [NH2:1][C:2]1[N:10]=[CH:9][N:8]=[C:7]2[C:3]=1[N:4]=[CH:5][N:6]2[C@@H:11]1[O:12][C@H:13]([CH2:21][N:22]([CH3:41])[CH2:23][CH2:24][CH:25]([NH:27][C:28]([NH:30][C:31]2[CH:32]=[CH:33][C:34]([C:37]([CH3:38])([CH3:40])[CH3:39])=[CH:35][CH:36]=2)=[O:29])[CH3:26])[C@@H:14]([OH:18])[C@H:15]1[OH:16], predict the reactants needed to synthesize it. (2) The reactants are: IC.[C:3]([O:7][C:8]([NH:10][C@@H:11]([CH2:15][C:16]#[N:17])[C:12]([OH:14])=[O:13])=[O:9])([CH3:6])([CH3:5])[CH3:4].[CH2:18]1CCN2C(=NCCC2)CC1.OS([O-])(=O)=O.[K+]. Given the product [CH3:18][O:13][C:12](=[O:14])[C@@H:11]([NH:10][C:8]([O:7][C:3]([CH3:6])([CH3:5])[CH3:4])=[O:9])[CH2:15][C:16]#[N:17], predict the reactants needed to synthesize it. (3) Given the product [Na+:51].[CH2:37]([C:33]1[CH:32]=[C:31]([NH:30][C:29]([C:12]2[N:11]([CH:40]([CH3:42])[CH3:41])[C:10]([CH2:9][CH2:8][C@@H:7]([OH:43])[CH2:6][C@@H:5]([OH:44])[CH2:4][C:3]([O-:45])=[O:2])=[C:14]([C:15]3[CH:16]=[CH:17][C:18]([F:21])=[CH:19][CH:20]=3)[C:13]=2[C:22]2[CH:23]=[CH:24][C:25]([F:28])=[CH:26][CH:27]=2)=[O:39])[CH:36]=[CH:35][CH:34]=1)[CH3:38], predict the reactants needed to synthesize it. The reactants are: C[O:2][C:3](=[O:45])[CH2:4][C@H:5]([OH:44])[CH2:6][C@H:7]([OH:43])[CH2:8][CH2:9][C:10]1[N:11]([CH:40]([CH3:42])[CH3:41])[C:12]([C:29](=[O:39])[NH:30][C:31]2[CH:36]=[CH:35][CH:34]=[C:33]([CH2:37][CH3:38])[CH:32]=2)=[C:13]([C:22]2[CH:27]=[CH:26][C:25]([F:28])=[CH:24][CH:23]=2)[C:14]=1[C:15]1[CH:20]=[CH:19][C:18]([F:21])=[CH:17][CH:16]=1.C(O)C.O.[OH-].[Na+:51]. (4) Given the product [NH:17]1[C:18]([C:20](=[O:21])[CH2:12][C:11]#[N:13])=[CH:19][N:15]=[CH:16]1, predict the reactants needed to synthesize it. The reactants are: O1CCCC1.C([Li])CCC.[C:11](#[N:13])[CH3:12].Cl.[NH:15]1[CH:19]=[C:18]([C:20](Cl)=[O:21])[N:17]=[CH:16]1.